Predict the reactants needed to synthesize the given product. From a dataset of Full USPTO retrosynthesis dataset with 1.9M reactions from patents (1976-2016). Given the product [N:13]1[CH:14]=[CH:15][C:10]([NH:9][C:8]([N:25]2[CH2:24][CH2:23][N:22]([CH2:21][C:20]3[CH:28]=[CH:29][C:30]([Br:31])=[C:18]([Br:17])[CH:19]=3)[CH2:27][CH2:26]2)=[O:16])=[N:11][CH:12]=1, predict the reactants needed to synthesize it. The reactants are: C1(O[C:8](=[O:16])[NH:9][C:10]2[CH:15]=[CH:14][N:13]=[CH:12][N:11]=2)C=CC=CC=1.[Br:17][C:18]1[CH:19]=[C:20]([CH:28]=[CH:29][C:30]=1[Br:31])[CH2:21][N:22]1[CH2:27][CH2:26][NH:25][CH2:24][CH2:23]1.